This data is from NCI-60 drug combinations with 297,098 pairs across 59 cell lines. The task is: Regression. Given two drug SMILES strings and cell line genomic features, predict the synergy score measuring deviation from expected non-interaction effect. (1) Drug 1: CN(C(=O)NC(C=O)C(C(C(CO)O)O)O)N=O. Drug 2: C1C(C(OC1N2C=NC3=C2NC=NCC3O)CO)O. Cell line: CAKI-1. Synergy scores: CSS=51.9, Synergy_ZIP=0.226, Synergy_Bliss=-0.655, Synergy_Loewe=-3.03, Synergy_HSA=-2.30. (2) Drug 1: CC1=C(C(=CC=C1)Cl)NC(=O)C2=CN=C(S2)NC3=CC(=NC(=N3)C)N4CCN(CC4)CCO. Drug 2: CC1=C(N=C(N=C1N)C(CC(=O)N)NCC(C(=O)N)N)C(=O)NC(C(C2=CN=CN2)OC3C(C(C(C(O3)CO)O)O)OC4C(C(C(C(O4)CO)O)OC(=O)N)O)C(=O)NC(C)C(C(C)C(=O)NC(C(C)O)C(=O)NCCC5=NC(=CS5)C6=NC(=CS6)C(=O)NCCC[S+](C)C)O. Cell line: OVCAR-8. Synergy scores: CSS=38.3, Synergy_ZIP=-11.2, Synergy_Bliss=-0.138, Synergy_Loewe=1.73, Synergy_HSA=3.28. (3) Drug 1: COC1=C(C=C2C(=C1)N=CN=C2NC3=CC(=C(C=C3)F)Cl)OCCCN4CCOCC4. Drug 2: CC1=C(C=C(C=C1)NC(=O)C2=CC=C(C=C2)CN3CCN(CC3)C)NC4=NC=CC(=N4)C5=CN=CC=C5. Cell line: ACHN. Synergy scores: CSS=39.8, Synergy_ZIP=1.24, Synergy_Bliss=0.176, Synergy_Loewe=-12.4, Synergy_HSA=-2.03. (4) Drug 1: CCC(=C(C1=CC=CC=C1)C2=CC=C(C=C2)OCCN(C)C)C3=CC=CC=C3.C(C(=O)O)C(CC(=O)O)(C(=O)O)O. Drug 2: C1CN1C2=NC(=NC(=N2)N3CC3)N4CC4. Cell line: SK-MEL-5. Synergy scores: CSS=36.8, Synergy_ZIP=-0.784, Synergy_Bliss=-1.24, Synergy_Loewe=-21.3, Synergy_HSA=-2.05. (5) Drug 1: CC1=C2C(C(=O)C3(C(CC4C(C3C(C(C2(C)C)(CC1OC(=O)C(C(C5=CC=CC=C5)NC(=O)OC(C)(C)C)O)O)OC(=O)C6=CC=CC=C6)(CO4)OC(=O)C)O)C)O. Drug 2: CC1C(C(CC(O1)OC2CC(OC(C2O)C)OC3=CC4=CC5=C(C(=O)C(C(C5)C(C(=O)C(C(C)O)O)OC)OC6CC(C(C(O6)C)O)OC7CC(C(C(O7)C)O)OC8CC(C(C(O8)C)O)(C)O)C(=C4C(=C3C)O)O)O)O. Cell line: DU-145. Synergy scores: CSS=32.6, Synergy_ZIP=8.34, Synergy_Bliss=14.7, Synergy_Loewe=11.1, Synergy_HSA=11.7. (6) Drug 1: C1CCN(CC1)CCOC2=CC=C(C=C2)C(=O)C3=C(SC4=C3C=CC(=C4)O)C5=CC=C(C=C5)O. Drug 2: CC1C(C(CC(O1)OC2CC(CC3=C2C(=C4C(=C3O)C(=O)C5=CC=CC=C5C4=O)O)(C(=O)C)O)N)O. Cell line: A549. Synergy scores: CSS=53.4, Synergy_ZIP=-0.340, Synergy_Bliss=0.00860, Synergy_Loewe=-4.11, Synergy_HSA=1.09. (7) Drug 1: CNC(=O)C1=NC=CC(=C1)OC2=CC=C(C=C2)NC(=O)NC3=CC(=C(C=C3)Cl)C(F)(F)F. Drug 2: COCCOC1=C(C=C2C(=C1)C(=NC=N2)NC3=CC=CC(=C3)C#C)OCCOC.Cl. Cell line: T-47D. Synergy scores: CSS=2.49, Synergy_ZIP=0.565, Synergy_Bliss=5.08, Synergy_Loewe=2.38, Synergy_HSA=2.57.